From a dataset of Full USPTO retrosynthesis dataset with 1.9M reactions from patents (1976-2016). Predict the reactants needed to synthesize the given product. (1) Given the product [CH3:37][O:36][CH2:35][CH2:34][CH2:33][N:29]1[C:28]2[CH:38]=[C:24]([CH2:23][O:22][C@H:8]3[CH2:7][NH:6][CH2:5][C@@H:4]([OH:3])[C@@H:9]3[C:10]3[CH:11]=[CH:12][C:13]([O:16][CH2:17][CH2:18][CH2:19][S:20][CH3:21])=[CH:14][CH:15]=3)[CH:25]=[CH:26][C:27]=2[O:32][CH2:31][CH2:30]1, predict the reactants needed to synthesize it. The reactants are: [OH-].[K+].[OH:3][C@H:4]1[C@H:9]([C:10]2[CH:15]=[CH:14][C:13]([O:16][CH2:17][CH2:18][CH2:19][S:20][CH3:21])=[CH:12][CH:11]=2)[C@@H:8]([O:22][CH2:23][C:24]2[CH:25]=[CH:26][C:27]3[O:32][CH2:31][CH2:30][N:29]([CH2:33][CH2:34][CH2:35][O:36][CH3:37])[C:28]=3[CH:38]=2)[CH2:7][N:6](C(OCC2C=CC=CC=2)=O)[CH2:5]1. (2) The reactants are: [Cl:1][C:2]1[CH:7]=[CH:6][C:5]([C:8]2[CH:13]=[CH:12][C:11]([OH:14])=[C:10]([C:15]3[CH:20]=[CH:19][N:18]=[N:17][CH:16]=3)[CH:9]=2)=[CH:4][C:3]=1[C:21]([F:24])([F:23])[F:22].C(=O)([O-])[O-].[K+].[K+].[Cl:31][C:32]1[C:33](F)=[CH:34][C:35]([F:58])=[C:36]([S:38]([N:41]([CH2:47][C:48]2[CH:53]=[CH:52][C:51]([O:54][CH3:55])=[CH:50][C:49]=2[O:56][CH3:57])[C:42]2[S:43][CH:44]=[N:45][N:46]=2)(=[O:40])=[O:39])[CH:37]=1. Given the product [Cl:31][C:32]1[C:33]([O:14][C:11]2[CH:12]=[CH:13][C:8]([C:5]3[CH:6]=[CH:7][C:2]([Cl:1])=[C:3]([C:21]([F:22])([F:24])[F:23])[CH:4]=3)=[CH:9][C:10]=2[C:15]2[CH:20]=[CH:19][N:18]=[N:17][CH:16]=2)=[CH:34][C:35]([F:58])=[C:36]([S:38]([N:41]([CH2:47][C:48]2[CH:53]=[CH:52][C:51]([O:54][CH3:55])=[CH:50][C:49]=2[O:56][CH3:57])[C:42]2[S:43][CH:44]=[N:45][N:46]=2)(=[O:39])=[O:40])[CH:37]=1, predict the reactants needed to synthesize it. (3) Given the product [CH:1]1([N:7]2[CH2:13][C:12]([CH2:15][CH3:16])([CH3:14])[C:11](=[O:17])[N:10]([CH3:18])[C:9]3[CH:19]=[N:20][C:21]([NH:23][C:24]4[CH:32]=[CH:31][C:27]([C:28]([NH:42][N:39]5[CH2:40][CH2:41][N:36]([CH3:35])[CH2:37][CH2:38]5)=[O:29])=[CH:26][C:25]=4[O:33][CH3:34])=[N:22][C:8]2=3)[CH2:6][CH2:5][CH2:4][CH2:3][CH2:2]1, predict the reactants needed to synthesize it. The reactants are: [CH:1]1([N:7]2[CH2:13][C:12]([CH2:15][CH3:16])([CH3:14])[C:11](=[O:17])[N:10]([CH3:18])[C:9]3[CH:19]=[N:20][C:21]([NH:23][C:24]4[CH:32]=[CH:31][C:27]([C:28](O)=[O:29])=[CH:26][C:25]=4[O:33][CH3:34])=[N:22][C:8]2=3)[CH2:6][CH2:5][CH2:4][CH2:3][CH2:2]1.[CH3:35][N:36]1[CH2:41][CH2:40][N:39]([NH2:42])[CH2:38][CH2:37]1. (4) The reactants are: [N:1]1([CH2:7][C:8]2[CH:9]=[C:10]([Br:14])[CH:11]=[CH:12][CH:13]=2)[CH2:6][CH2:5][O:4][CH2:3][CH2:2]1.[Zn:15]. Given the product [Br-:14].[N:1]1([CH2:7][C:8]2[CH:9]=[C:10]([Zn+:15])[CH:11]=[CH:12][CH:13]=2)[CH2:6][CH2:5][O:4][CH2:3][CH2:2]1, predict the reactants needed to synthesize it. (5) Given the product [F:18][C:10]1[CH:11]=[C:12]([N+:15]([O-:17])=[O:16])[CH:13]=[CH:14][C:9]=1[O:8][C:6]1[N:5]=[CH:4][N:3]=[C:2]([NH:1][C:19](=[O:28])[N:21]([CH3:24])[CH3:22])[CH:7]=1, predict the reactants needed to synthesize it. The reactants are: [NH2:1][C:2]1[CH:7]=[C:6]([O:8][C:9]2[CH:14]=[CH:13][C:12]([N+:15]([O-:17])=[O:16])=[CH:11][C:10]=2[F:18])[N:5]=[CH:4][N:3]=1.[CH2:19]([N:21]([CH2:24]C)[CH2:22]C)C.ClC(OC1C=CC=CC=1)=[O:28].CNC. (6) Given the product [CH2:1]([CH:8]1[CH2:9][CH2:10][N:11]([CH2:14][CH2:15][CH2:16][O:17][S:24]([C:21]2[CH:22]=[CH:23][C:18]([CH3:28])=[CH:19][CH:20]=2)(=[O:26])=[O:25])[CH2:12][CH2:13]1)[C:2]1[CH:7]=[CH:6][CH:5]=[CH:4][CH:3]=1, predict the reactants needed to synthesize it. The reactants are: [CH2:1]([CH:8]1[CH2:13][CH2:12][N:11]([CH2:14][CH2:15][CH2:16][OH:17])[CH2:10][CH2:9]1)[C:2]1[CH:7]=[CH:6][CH:5]=[CH:4][CH:3]=1.[C:18]1([CH3:28])[CH:23]=[CH:22][C:21]([S:24](Cl)(=[O:26])=[O:25])=[CH:20][CH:19]=1. (7) The reactants are: [CH3:1][N:2]1[C:11]2[C:6](=[CH:7][CH:8]=[C:9]([C:12]([F:15])([F:14])[F:13])[N:10]=2)[CH:5]=[C:4]([C:16](OC2CCCC(=O)C=2)=[O:17])[C:3]1=[O:26].[CH2:27](N(CC)CC)[CH3:28].C[C:35]([CH3:39])([OH:38])[C:36]#N.[C:40](=[O:43])([O-])O.[Na+]. Given the product [OH:43][C:40]1[CH2:28][CH2:27][CH2:39][C:35](=[O:38])[C:36]=1[C:16]([C:4]1[C:3](=[O:26])[N:2]([CH3:1])[C:11]2[C:6]([CH:5]=1)=[CH:7][CH:8]=[C:9]([C:12]([F:15])([F:14])[F:13])[N:10]=2)=[O:17], predict the reactants needed to synthesize it. (8) Given the product [Br:9][CH2:7][CH:6]([Br:11])[C:5](=[O:8])[CH2:4][CH2:3][CH2:2][Cl:1], predict the reactants needed to synthesize it. The reactants are: [Cl:1][CH2:2][CH2:3][CH2:4][C:5](=[O:8])[CH:6]=[CH2:7].[Br-:9].[K+].[Br:11]Br. (9) Given the product [O-:12][N+:4]1[C:5]2[CH:11]=[CH:10][CH:9]=[CH:8][C:6]=2[N:7]=[C:2]([NH:13][CH2:14][CH2:15][CH2:16][OH:17])[N:3]=1, predict the reactants needed to synthesize it. The reactants are: Cl[C:2]1[N:3]=[N+:4]([O-:12])[C:5]2[CH:11]=[CH:10][CH:9]=[CH:8][C:6]=2[N:7]=1.[NH2:13][CH2:14][CH2:15][CH2:16][OH:17].